From a dataset of Peptide-MHC class II binding affinity with 134,281 pairs from IEDB. Regression. Given a peptide amino acid sequence and an MHC pseudo amino acid sequence, predict their binding affinity value. This is MHC class II binding data. (1) The peptide sequence is DGDLKRLRDLNQAVN. The MHC is DRB1_0701 with pseudo-sequence DRB1_0701. The binding affinity (normalized) is 0.192. (2) The peptide sequence is VKLEGRVIDLGCGRG. The MHC is HLA-DQA10102-DQB10501 with pseudo-sequence HLA-DQA10102-DQB10501. The binding affinity (normalized) is 0.505.